Task: Predict the product of the given reaction.. Dataset: Forward reaction prediction with 1.9M reactions from USPTO patents (1976-2016) (1) Given the reactants C=CC1C=CC=CC=1.C=CC1C=CC(C=C)=CC=1.C1C=CC(C[Cl:26])=CC=1.[CH2:27]([P:31]([CH2:36][CH2:37][CH2:38][CH3:39])[CH2:32][CH2:33][CH2:34][CH3:35])[CH2:28][CH2:29][CH3:30], predict the reaction product. The product is: [Cl-:26].[CH2:36]([PH+:31]([CH2:27][CH2:28][CH2:29][CH3:30])[CH2:32][CH2:33][CH2:34][CH3:35])[CH2:37][CH2:38][CH3:39]. (2) Given the reactants [Cl:1][C:2]1[CH:8]=[CH:7][C:5]([NH2:6])=[CH:4][CH:3]=1.[C:9]([O:14][CH2:15][CH:16]([CH3:18])[CH3:17])(=[O:13])[C:10]([CH3:12])=O, predict the reaction product. The product is: [CH2:15]([O:14][C:9](=[O:13])[C@H:10]([CH3:12])[NH:6][C:5]1[CH:7]=[CH:8][C:2]([Cl:1])=[CH:3][CH:4]=1)[CH:16]([CH3:18])[CH3:17]. (3) Given the reactants I[C:2]1[CH:6]=[CH:5][N:4]([CH3:7])[N:3]=1.[CH3:8][N:9]1[CH2:13][CH2:12][NH:11][C:10]1=[O:14].CNCCNC.P([O-])([O-])([O-])=O.[K+].[K+].[K+], predict the reaction product. The product is: [CH3:8][N:9]1[CH2:13][CH2:12][N:11]([C:2]2[CH:6]=[CH:5][N:4]([CH3:7])[N:3]=2)[C:10]1=[O:14]. (4) Given the reactants [C:1]([O:5][C:6](=[O:33])[N:7]([CH:9]1[CH2:14][CH2:13][CH:12]([NH:15][CH2:16][C:17]2[CH:18]=[C:19]([C:25]3[CH:30]=[CH:29][CH:28]=[C:27]([C:31]#[N:32])[CH:26]=3)[CH:20]=[CH:21][C:22]=2[O:23][CH3:24])[CH2:11][CH2:10]1)[CH3:8])([CH3:4])([CH3:3])[CH3:2].[Cl:34][C:35]1[C:36]2[CH:46]=[CH:45][CH:44]=[CH:43][C:37]=2[S:38][C:39]=1[C:40](Cl)=[O:41], predict the reaction product. The product is: [Cl:34][C:35]1[C:36]2[CH:46]=[CH:45][CH:44]=[CH:43][C:37]=2[S:38][C:39]=1[C:40]([N:15]([CH2:16][C:17]1[CH:18]=[C:19]([C:25]2[CH:30]=[CH:29][CH:28]=[C:27]([C:31]#[N:32])[CH:26]=2)[CH:20]=[CH:21][C:22]=1[O:23][CH3:24])[CH:12]1[CH2:13][CH2:14][CH:9]([N:7]([CH3:8])[C:6](=[O:33])[O:5][C:1]([CH3:4])([CH3:2])[CH3:3])[CH2:10][CH2:11]1)=[O:41]. (5) Given the reactants [O:1]1[C:5]2[CH:6]=[CH:7][C:8]([C:10]3([C:13]([NH:15][C:16]4[CH:17]=[CH:18][C:19]([CH2:33][C:34]#[N:35])=[C:20]([C:22]5[CH:27]=[CH:26][C:25]([C:28]([N:30]([CH3:32])[CH3:31])=[O:29])=[CH:24][CH:23]=5)[CH:21]=4)=[O:14])[CH2:12][CH2:11]3)=[CH:9][C:4]=2[O:3][CH2:2]1.[N-:36]=[N+:37]=[N-:38].[Na+].[Cl-].[NH4+], predict the reaction product. The product is: [NH:36]1[C:34]([CH2:33][C:19]2[CH:18]=[CH:17][C:16]([NH:15][C:13]([C:10]3([C:8]4[CH:7]=[CH:6][C:5]5[O:1][CH2:2][O:3][C:4]=5[CH:9]=4)[CH2:11][CH2:12]3)=[O:14])=[CH:21][C:20]=2[C:22]2[CH:27]=[CH:26][C:25]([C:28]([N:30]([CH3:32])[CH3:31])=[O:29])=[CH:24][CH:23]=2)=[N:35][N:38]=[N:37]1. (6) Given the reactants CCN=C=NCCCN(C)C.[NH2:12][C:13]1[N:18]=[C:17]([C:19]([OH:21])=O)[CH:16]=[CH:15][CH:14]=1.[NH:22]1[CH2:27][CH2:26][O:25][CH2:24][CH2:23]1, predict the reaction product. The product is: [NH2:12][C:13]1[N:18]=[C:17]([C:19]([N:22]2[CH2:27][CH2:26][O:25][CH2:24][CH2:23]2)=[O:21])[CH:16]=[CH:15][CH:14]=1.